Predict the reactants needed to synthesize the given product. From a dataset of Full USPTO retrosynthesis dataset with 1.9M reactions from patents (1976-2016). (1) The reactants are: [Cl:1][C:2]1[C:7]([N:8]2[CH2:13][CH2:12][CH:11]([C:14]3[C:19]([F:20])=[CH:18][CH:17]=[C:16]([F:21])[C:15]=3[O:22][CH:23]([F:25])[F:24])[CH2:10][CH2:9]2)=[CH:6][N:5]=[N:4][C:3]=1[NH:26][NH2:27].C(=O)([O-])[O-].[Na+].[Na+].C1COCC1.[CH:39]1([CH2:42][C:43](Cl)=[O:44])[CH2:41][CH2:40]1. Given the product [Cl:1][C:2]1[C:7]([N:8]2[CH2:9][CH2:10][CH:11]([C:14]3[C:19]([F:20])=[CH:18][CH:17]=[C:16]([F:21])[C:15]=3[O:22][CH:23]([F:25])[F:24])[CH2:12][CH2:13]2)=[CH:6][N:5]=[N:4][C:3]=1[NH:26][NH:27][C:43](=[O:44])[CH2:42][CH:39]1[CH2:41][CH2:40]1, predict the reactants needed to synthesize it. (2) Given the product [CH2:1]([O:8][C:9]1[CH:14]=[C:13]([CH:12]=[CH:11][C:10]=1[N:16]1[CH2:17][C:18](=[O:23])[NH:19][S:20]1(=[O:22])=[O:21])[C:24]#[N:25])[C:2]1[CH:7]=[CH:6][CH:5]=[CH:4][CH:3]=1, predict the reactants needed to synthesize it. The reactants are: [CH2:1]([O:8][C:9]1[CH:14]=[C:13](I)[CH:12]=[CH:11][C:10]=1[N:16]1[S:20](=[O:22])(=[O:21])[NH:19][C:18](=[O:23])[CH2:17]1)[C:2]1[CH:7]=[CH:6][CH:5]=[CH:4][CH:3]=1.[C:24]([Cu])#[N:25].